This data is from Full USPTO retrosynthesis dataset with 1.9M reactions from patents (1976-2016). The task is: Predict the reactants needed to synthesize the given product. (1) Given the product [CH2:1]([O:4][C:5](=[O:24])[C@H:6]([CH2:8][CH2:9][CH2:10][CH:11]([C:13]([O:15][CH2:16][C:17]1[CH:22]=[CH:21][CH:20]=[CH:19][C:18]=1[Cl:23])=[O:14])[NH2:12])[NH:7][CH2:37][CH:36]([C:29]([O:31][C:32]([CH3:35])([CH3:34])[CH3:33])=[O:30])[NH2:39])[CH:2]=[CH2:3], predict the reactants needed to synthesize it. The reactants are: [CH2:1]([O:4][C:5](=[O:24])[C@H:6]([CH2:8][CH2:9][CH2:10][CH:11]([C:13]([O:15][CH2:16][C:17]1[CH:22]=[CH:21][CH:20]=[CH:19][C:18]=1[Cl:23])=[O:14])[NH2:12])[NH2:7])[CH:2]=[CH2:3].C([BH3-])#N.[Na+].[C:29]([CH:36]([NH2:39])[CH:37]=O)([O:31][C:32]([CH3:35])([CH3:34])[CH3:33])=[O:30].Cl. (2) Given the product [CH3:37][O:36][C:33]1[CH:34]=[CH:35][C:30]([CH2:29][C:28]2[N:19]=[C:18]([N:15]3[CH2:14][CH2:13][N:12]([S:9]([C:6]4[CH:5]=[CH:4][C:3]([O:2][CH3:1])=[CH:8][CH:7]=4)(=[O:10])=[O:11])[CH2:17][CH2:16]3)[S:20][CH:27]=2)=[CH:31][CH:32]=1, predict the reactants needed to synthesize it. The reactants are: [CH3:1][O:2][C:3]1[CH:8]=[CH:7][C:6]([S:9]([N:12]2[CH2:17][CH2:16][N:15]([C:18](=[S:20])[NH2:19])[CH2:14][CH2:13]2)(=[O:11])=[O:10])=[CH:5][CH:4]=1.C([O-])(O)=O.[Na+].Cl[CH2:27][C:28](=O)[CH2:29][C:30]1[CH:35]=[CH:34][C:33]([O:36][CH3:37])=[CH:32][CH:31]=1.N.